Dataset: Catalyst prediction with 721,799 reactions and 888 catalyst types from USPTO. Task: Predict which catalyst facilitates the given reaction. (1) Reactant: S(=O)(=O)(O)N.[CH2:6]([O:13][C:14]1[CH:28]=[CH:27][C:17]([O:18][C:19]2[CH:26]=[CH:25][C:22]([CH:23]=[O:24])=[CH:21][CH:20]=2)=[CH:16][CH:15]=1)[C:7]1[CH:12]=[CH:11][CH:10]=[CH:9][CH:8]=1.Cl([O-])=[O:30].[Na+]. Product: [CH2:6]([O:13][C:14]1[CH:28]=[CH:27][C:17]([O:18][C:19]2[CH:20]=[CH:21][C:22]([C:23]([OH:30])=[O:24])=[CH:25][CH:26]=2)=[CH:16][CH:15]=1)[C:7]1[CH:8]=[CH:9][CH:10]=[CH:11][CH:12]=1. The catalyst class is: 283. (2) Reactant: [OH:1][C:2]1[CH:3]=[C:4]([CH:9]=[CH:10][C:11]=1[C:12](=[O:21])[NH:13][O:14][C:15]1[CH:20]=[CH:19][CH:18]=[CH:17][CH:16]=1)[C:5]([O:7]C)=[O:6].[Li+].[OH-]. Product: [OH:1][C:2]1[CH:3]=[C:4]([CH:9]=[CH:10][C:11]=1[C:12](=[O:21])[NH:13][O:14][C:15]1[CH:16]=[CH:17][CH:18]=[CH:19][CH:20]=1)[C:5]([OH:7])=[O:6]. The catalyst class is: 20.